Dataset: Full USPTO retrosynthesis dataset with 1.9M reactions from patents (1976-2016). Task: Predict the reactants needed to synthesize the given product. (1) Given the product [F:13][C:14]([F:23])([CH:18]([OH:22])[CH2:19][CH2:20][CH3:21])[C:15]([O:17][CH3:2])=[O:16], predict the reactants needed to synthesize it. The reactants are: O.[C:2]1(C)C=CC(S(O)(=O)=O)=CC=1.[F:13][C:14]([F:23])([CH:18]([OH:22])[CH2:19][CH2:20][CH3:21])[C:15]([OH:17])=[O:16].C(=O)([O-])O.[Na+]. (2) Given the product [CH3:18][O:19][C:20]1[N:25]=[CH:24][C:23]([N:26]2[C:30]([NH:40][C:43]([NH:45][C:46]3[C:55]4[C:50](=[CH:51][CH:52]=[CH:53][CH:54]=4)[C:49]([O:56][C:57]4[CH:62]=[CH:61][N:60]=[C:59]([NH:63][C:64]5[CH:65]=[CH:66][CH:67]=[CH:68][CH:69]=5)[N:58]=4)=[CH:48][CH:47]=3)=[O:8])=[CH:29][C:28]([Si:34]([CH3:35])([CH3:36])[CH3:37])=[N:27]2)=[CH:22][CH:21]=1, predict the reactants needed to synthesize it. The reactants are: C1C=CC(P(N=[N+]=[N-])(C2C=CC=CC=2)=[O:8])=CC=1.[CH3:18][O:19][C:20]1[N:25]=[CH:24][C:23]([N:26]2[C:30](C(O)=O)=[CH:29][C:28]([Si:34]([CH3:37])([CH3:36])[CH3:35])=[N:27]2)=[CH:22][CH:21]=1.CC[N:40]([CH2:43]C)CC.[NH2:45][C:46]1[C:55]2[C:50](=[CH:51][CH:52]=[CH:53][CH:54]=2)[C:49]([O:56][C:57]2[CH:62]=[CH:61][N:60]=[C:59]([NH:63][C:64]3[CH:69]=[CH:68][CH:67]=[CH:66][CH:65]=3)[N:58]=2)=[CH:48][CH:47]=1. (3) Given the product [CH:1]1([S:4]([C:7]2[CH:12]=[CH:11][C:10]([CH:13]([C:21]3[NH:25][C:24]([C:26]4[N:31]=[CH:30][C:29]([CH2:32][N:34]5[CH2:39][CH2:38][S:37](=[O:40])[CH2:36][CH2:35]5)=[CH:28][CH:27]=4)=[CH:23][CH:22]=3)[CH2:14][CH:15]3[CH2:16][CH2:17][O:18][CH2:19][CH2:20]3)=[CH:9][CH:8]=2)(=[O:6])=[O:5])[CH2:3][CH2:2]1, predict the reactants needed to synthesize it. The reactants are: [CH:1]1([S:4]([C:7]2[CH:12]=[CH:11][C:10]([CH:13]([C:21]3[NH:25][C:24]([C:26]4[N:31]=[CH:30][C:29]([CH:32]=O)=[CH:28][CH:27]=4)=[CH:23][CH:22]=3)[CH2:14][CH:15]3[CH2:20][CH2:19][O:18][CH2:17][CH2:16]3)=[CH:9][CH:8]=2)(=[O:6])=[O:5])[CH2:3][CH2:2]1.[NH:34]1[CH2:39][CH2:38][S:37](=[O:40])[CH2:36][CH2:35]1.C(O[BH-](OC(=O)C)OC(=O)C)(=O)C.[Na+]. (4) Given the product [CH2:1]([O:3][C:4](=[O:30])[C:5]([CH2:6][C:7]([F:8])([F:9])[F:10])=[CH:34][C:33]([F:37])([F:36])[F:32])[CH3:2], predict the reactants needed to synthesize it. The reactants are: [CH2:1]([O:3][C:4](=[O:30])[C:5](=P(C1C=CC=CC=1)(C1C=CC=CC=1)C1C=CC=CC=1)[CH2:6][C:7]([F:10])([F:9])[F:8])[CH3:2].O.[F:32][C:33]([F:37])([F:36])[CH:34]=O. (5) The reactants are: [O:1]1[CH2:3][C:2]21[CH2:9][CH:8]1[N:10]([C:11]([O:13][CH2:14][C:15]3[CH:20]=[CH:19][CH:18]=[CH:17][CH:16]=3)=[O:12])[CH:5]([CH2:6][CH2:7]1)[CH2:4]2.C([O-])(O)=O.[Na+].C(OCC)(=O)C. Given the product [CH:3]([CH:2]1[CH2:4][CH:5]2[N:10]([C:11]([O:13][CH2:14][C:15]3[CH:16]=[CH:17][CH:18]=[CH:19][CH:20]=3)=[O:12])[CH:8]([CH2:7][CH2:6]2)[CH2:9]1)=[O:1], predict the reactants needed to synthesize it. (6) Given the product [CH:2]([C:4]1[CH:5]=[C:6]2[C:11](=[CH:12][CH:13]=1)[C:9](=[O:10])[O:8][CH2:7]2)=[O:3], predict the reactants needed to synthesize it. The reactants are: Cl[C:2]([C:4]1[CH:5]=[C:6]2[C:11](=[CH:12][CH:13]=1)[C:9](=[O:10])[O:8][CH2:7]2)=[O:3].O1CCOCC1. (7) Given the product [O:19]=[C:17]1[O:10][C:9]([CH2:11][CH2:12][C:13]([OH:15])=[O:14])=[N:8][N:7]1[C:1]1[CH:2]=[CH:3][CH:4]=[CH:5][CH:6]=1, predict the reactants needed to synthesize it. The reactants are: [C:1]1([NH:7][NH:8][C:9]([CH2:11][CH2:12][C:13]([OH:15])=[O:14])=[O:10])[CH:6]=[CH:5][CH:4]=[CH:3][CH:2]=1.Cl[C:17](Cl)([O:19]C(=O)OC(Cl)(Cl)Cl)Cl.C(=O)([O-])O.[Na+].